Dataset: Catalyst prediction with 721,799 reactions and 888 catalyst types from USPTO. Task: Predict which catalyst facilitates the given reaction. Reactant: [CH2:1]([NH:8][CH2:9][CH:10]([OH:12])[CH3:11])[C:2]1[CH:7]=[CH:6][CH:5]=[CH:4][CH:3]=1.C(N(CC)CC)C.[Cl:20][C:21]1[C:26]2[CH2:27][CH:28]([C:29](O)=[O:30])[C:25]=2[CH:24]=[CH:23][CH:22]=1.[O-]P1(OP([O-])(=O)OP([O-])(=O)OP([O-])(=O)O1)=O.[Na+].[Na+].[Na+].[Na+].C(OCC)(=O)C. Product: [CH2:1]([N:8]([CH2:9][CH:10]([OH:12])[CH3:11])[C:29]([CH:28]1[C:25]2[CH:24]=[CH:23][CH:22]=[C:21]([Cl:20])[C:26]=2[CH2:27]1)=[O:30])[C:2]1[CH:7]=[CH:6][CH:5]=[CH:4][CH:3]=1. The catalyst class is: 2.